This data is from Peptide-MHC class I binding affinity with 185,985 pairs from IEDB/IMGT. The task is: Regression. Given a peptide amino acid sequence and an MHC pseudo amino acid sequence, predict their binding affinity value. This is MHC class I binding data. (1) The peptide sequence is TKDAERGKL. The MHC is HLA-B35:01 with pseudo-sequence HLA-B35:01. The binding affinity (normalized) is 0.0847. (2) The peptide sequence is AGFTAGLSY. The MHC is HLA-A24:02 with pseudo-sequence HLA-A24:02. The binding affinity (normalized) is 0. (3) The peptide sequence is STMPLSWMY. The MHC is HLA-A11:01 with pseudo-sequence HLA-A11:01. The binding affinity (normalized) is 1.00. (4) The peptide sequence is SMFERDFHF. The MHC is HLA-A02:03 with pseudo-sequence HLA-A02:03. The binding affinity (normalized) is 0.554.